Dataset: Catalyst prediction with 721,799 reactions and 888 catalyst types from USPTO. Task: Predict which catalyst facilitates the given reaction. (1) Reactant: [CH:1]1([CH2:7][C:8]2[N:9]=[N:10][N:11]([C@@H:13]3[C@H:17]4[O:18][CH2:19][C@H:20]([NH2:21])[C@H:16]4[O:15][CH2:14]3)[CH:12]=2)[CH2:6][CH2:5][CH2:4][CH2:3][CH2:2]1.[CH:22]1([C:25](O)=[O:26])[CH2:24][CH2:23]1.CCN=C=NCCCN(C)C.C1C=CC2N(O)N=NC=2C=1. Product: [CH:1]1([CH2:7][C:8]2[N:9]=[N:10][N:11]([C@@H:13]3[C@H:17]4[O:18][CH2:19][C@H:20]([NH:21][C:25]([CH:22]5[CH2:24][CH2:23]5)=[O:26])[C@H:16]4[O:15][CH2:14]3)[CH:12]=2)[CH2:2][CH2:3][CH2:4][CH2:5][CH2:6]1. The catalyst class is: 85. (2) Reactant: [C:1]([CH2:3][CH:4]([N:23]1[CH:27]=[C:26]([C:28]2[C:29]3[CH:36]=[CH:35][N:34](COCC[Si](C)(C)C)[C:30]=3[N:31]=[CH:32][N:33]=2)[CH:25]=[N:24]1)[CH2:5][N:6]1[CH2:11][CH2:10][CH:9]([O:12][C:13]2[CH:14]=[C:15]([CH:18]=[C:19]([F:21])[CH:20]=2)[C:16]#[N:17])[CH:8]([F:22])[CH2:7]1)#[N:2].C(O)(C(F)(F)F)=O. Product: [C:1]([CH2:3][CH:4]([N:23]1[CH:27]=[C:26]([C:28]2[C:29]3[CH:36]=[CH:35][NH:34][C:30]=3[N:31]=[CH:32][N:33]=2)[CH:25]=[N:24]1)[CH2:5][N:6]1[CH2:11][CH2:10][CH:9]([O:12][C:13]2[CH:14]=[C:15]([CH:18]=[C:19]([F:21])[CH:20]=2)[C:16]#[N:17])[CH:8]([F:22])[CH2:7]1)#[N:2]. The catalyst class is: 2. (3) Reactant: [CH3:1][C:2]1[CH:7]=[CH:6][C:5]([CH3:8])=[CH:4][C:3]=1[O:9][CH2:10][CH:11]1[CH2:16][CH2:15][N:14]([S:17](/[CH:20]=[CH:21]/[C:22]2[CH:27]=[CH:26][C:25]([F:28])=[CH:24][CH:23]=2)(=[O:19])=[O:18])[CH2:13][CH2:12]1.[NH2:29][OH:30].[Cl-].[NH4+].CCOC(C)=O.CCCCCC. Product: [CH3:1][C:2]1[CH:7]=[CH:6][C:5]([CH3:8])=[CH:4][C:3]=1[O:9][CH2:10][CH:11]1[CH2:16][CH2:15][N:14]([S:17]([CH2:20][CH:21]([NH:29][OH:30])[C:22]2[CH:23]=[CH:24][C:25]([F:28])=[CH:26][CH:27]=2)(=[O:19])=[O:18])[CH2:13][CH2:12]1. The catalyst class is: 1. (4) Reactant: [Br:1][C:2]1[CH:3]=[C:4]([CH:7]=[CH:8][CH:9]=1)[CH:5]=[O:6].CC1C=CC(S([CH2:20][N+:21]#[C-:22])(=O)=O)=CC=1.C(=O)([O-])[O-].[K+].[K+]. Product: [Br:1][C:2]1[CH:3]=[C:4]([C:5]2[O:6][CH:22]=[N:21][CH:20]=2)[CH:7]=[CH:8][CH:9]=1. The catalyst class is: 5. (5) Reactant: Cl.[CH:2]1[C:11]2[C:6](=[CH:7][CH:8]=[CH:9][CH:10]=2)[CH:5]=[CH:4][C:3]=1[S:12]([N:15]1[CH2:20][CH2:19][NH:18][CH2:17][CH2:16]1)(=[O:14])=[O:13].N1C=CC=CC=1.[C:27](Cl)([O:29][CH2:30][C:31]1[CH:36]=[CH:35][CH:34]=[CH:33][CH:32]=1)=[O:28].O. Product: [CH:2]1[C:11]2[C:6](=[CH:7][CH:8]=[CH:9][CH:10]=2)[CH:5]=[CH:4][C:3]=1[S:12]([N:15]1[CH2:20][CH2:19][N:18]([C:27]([O:29][CH2:30][C:31]2[CH:36]=[CH:35][CH:34]=[CH:33][CH:32]=2)=[O:28])[CH2:17][CH2:16]1)(=[O:14])=[O:13]. The catalyst class is: 2.